From a dataset of Peptide-MHC class I binding affinity with 185,985 pairs from IEDB/IMGT. Regression. Given a peptide amino acid sequence and an MHC pseudo amino acid sequence, predict their binding affinity value. This is MHC class I binding data. (1) The peptide sequence is VPRPCQKSL. The MHC is HLA-B08:01 with pseudo-sequence HLA-B08:01. The binding affinity (normalized) is 0.275. (2) The peptide sequence is DPNPQEVVL. The MHC is HLA-A33:01 with pseudo-sequence HLA-A33:01. The binding affinity (normalized) is 0. (3) The peptide sequence is DVCKKNLDL. The binding affinity (normalized) is 0.0626. The MHC is HLA-A02:02 with pseudo-sequence HLA-A02:02. (4) The peptide sequence is RIRKDFGKR. The MHC is HLA-B40:01 with pseudo-sequence HLA-B40:01. The binding affinity (normalized) is 0.213.